From a dataset of NCI-60 drug combinations with 297,098 pairs across 59 cell lines. Regression. Given two drug SMILES strings and cell line genomic features, predict the synergy score measuring deviation from expected non-interaction effect. (1) Drug 2: CC(C)NC(=O)C1=CC=C(C=C1)CNNC.Cl. Synergy scores: CSS=1.76, Synergy_ZIP=-0.419, Synergy_Bliss=-0.642, Synergy_Loewe=0.274, Synergy_HSA=-0.145. Cell line: IGROV1. Drug 1: C1=NC2=C(N=C(N=C2N1C3C(C(C(O3)CO)O)F)Cl)N. (2) Drug 1: C1=C(C(=O)NC(=O)N1)F. Drug 2: CCN(CC)CCCC(C)NC1=C2C=C(C=CC2=NC3=C1C=CC(=C3)Cl)OC. Cell line: SF-539. Synergy scores: CSS=64.2, Synergy_ZIP=-4.57, Synergy_Bliss=-5.47, Synergy_Loewe=-1.96, Synergy_HSA=-1.27. (3) Drug 1: C1CN(CCN1C(=O)CCBr)C(=O)CCBr. Drug 2: CC1C(C(CC(O1)OC2CC(CC3=C2C(=C4C(=C3O)C(=O)C5=C(C4=O)C(=CC=C5)OC)O)(C(=O)CO)O)N)O.Cl. Cell line: DU-145. Synergy scores: CSS=35.3, Synergy_ZIP=-8.67, Synergy_Bliss=-7.76, Synergy_Loewe=-4.39, Synergy_HSA=-3.14. (4) Drug 1: C1CCN(CC1)CCOC2=CC=C(C=C2)C(=O)C3=C(SC4=C3C=CC(=C4)O)C5=CC=C(C=C5)O. Drug 2: CC1C(C(CC(O1)OC2CC(CC3=C2C(=C4C(=C3O)C(=O)C5=C(C4=O)C(=CC=C5)OC)O)(C(=O)C)O)N)O.Cl. Cell line: OVCAR-8. Synergy scores: CSS=49.8, Synergy_ZIP=1.85, Synergy_Bliss=2.17, Synergy_Loewe=-31.3, Synergy_HSA=2.92. (5) Drug 1: CC1=CC2C(CCC3(C2CCC3(C(=O)C)OC(=O)C)C)C4(C1=CC(=O)CC4)C. Drug 2: CN(CCCl)CCCl.Cl. Cell line: U251. Synergy scores: CSS=14.3, Synergy_ZIP=-4.51, Synergy_Bliss=-2.71, Synergy_Loewe=-2.59, Synergy_HSA=-2.52.